Task: Predict which catalyst facilitates the given reaction.. Dataset: Catalyst prediction with 721,799 reactions and 888 catalyst types from USPTO (1) Reactant: [CH:1]1([NH:9][C:10]2[CH:20]=[CH:19][C:13]([C:14]([NH:16][CH2:17][CH3:18])=[O:15])=[CH:12][C:11]=2[N+:21]([O-])=O)[CH2:8][CH2:7][CH2:6][CH2:5][CH2:4][CH2:3][CH2:2]1.[H][H]. Product: [NH2:21][C:11]1[CH:12]=[C:13]([CH:19]=[CH:20][C:10]=1[NH:9][CH:1]1[CH2:8][CH2:7][CH2:6][CH2:5][CH2:4][CH2:3][CH2:2]1)[C:14]([NH:16][CH2:17][CH3:18])=[O:15]. The catalyst class is: 723. (2) Product: [C:1]1([N:7]2[CH2:8][CH2:9][CH:10]([CH2:13][OH:14])[CH2:11][CH2:12]2)[CH:2]=[CH:3][CH:4]=[CH:5][CH:6]=1. Reactant: [C:1]1([N:7]2[CH2:12][CH2:11][CH:10]([C:13](OCC)=[O:14])[CH2:9][CH2:8]2)[CH:6]=[CH:5][CH:4]=[CH:3][CH:2]=1.[H-].[Li+].[Al+3].[H-].[H-].[H-].[Cl-].[NH4+]. The catalyst class is: 1.